Predict the product of the given reaction. From a dataset of Forward reaction prediction with 1.9M reactions from USPTO patents (1976-2016). (1) Given the reactants [Br:1][C:2]1[C:3]([N:20]2[CH2:27][CH:26]3[CH:22]([N:23](C(OC(C)(C)C)=O)[CH2:24][CH2:25]3)[CH2:21]2)=[C:4]2[C:10]([NH:11][C:12](=[O:19])[C:13]3[CH:18]=[CH:17][CH:16]=[N:15][CH:14]=3)=[CH:9][NH:8][C:5]2=[N:6][CH:7]=1.C(O)(C(F)(F)F)=O.[ClH:42], predict the reaction product. The product is: [ClH:42].[Br:1][C:2]1[C:3]([N:20]2[CH2:27][CH:26]3[CH:22]([NH:23][CH2:24][CH2:25]3)[CH2:21]2)=[C:4]2[C:10]([NH:11][C:12](=[O:19])[C:13]3[CH:18]=[CH:17][CH:16]=[N:15][CH:14]=3)=[CH:9][NH:8][C:5]2=[N:6][CH:7]=1. (2) Given the reactants [ClH:1].Cl.[CH3:3][NH:4][CH2:5][C:6]1[N:7]=[C:8]([C:20]2[CH:25]=[CH:24][CH:23]=[CH:22][CH:21]=2)[N:9]([CH2:11][S:12][C:13]2[CH:18]=[CH:17][C:16]([CH3:19])=[CH:15][CH:14]=2)[CH:10]=1.OOS([O-])=O.[K+].[OH2:32].[OH2:33].O.O.O.S([O-])([O-])(=O)=S.[Na+].[Na+].C(=O)([O-])O.[Na+], predict the reaction product. The product is: [ClH:1].[ClH:1].[CH3:3][NH:4][CH2:5][C:6]1[N:7]=[C:8]([C:20]2[CH:25]=[CH:24][CH:23]=[CH:22][CH:21]=2)[N:9]([CH2:11][S:12]([C:13]2[CH:18]=[CH:17][C:16]([CH3:19])=[CH:15][CH:14]=2)(=[O:33])=[O:32])[CH:10]=1. (3) Given the reactants [OH:1][C:2]1[CH:7]=[CH:6][C:5]([CH2:8][CH2:9][OH:10])=[CH:4][CH:3]=1.C(N(CC)CC)C.[CH3:18][S:19](Cl)(=[O:21])=[O:20], predict the reaction product. The product is: [CH3:18][S:19]([O:10][CH2:9][CH2:8][C:5]1[CH:6]=[CH:7][C:2]([O:1][S:19]([CH3:18])(=[O:21])=[O:20])=[CH:3][CH:4]=1)(=[O:21])=[O:20]. (4) Given the reactants [C:1]([Si:5]([O:18][C:19]1[CH:24]=[C:23]([F:25])[CH:22]=[C:21]([F:26])[CH:20]=1)([C:12]1[CH:17]=[CH:16][CH:15]=[CH:14][CH:13]=1)[C:6]1[CH:11]=[CH:10][CH:9]=[CH:8][CH:7]=1)([CH3:4])([CH3:3])[CH3:2].[Li]CCCC.[CH2:32]([O:34][C:35](=[O:38])[CH:36]=[O:37])[CH3:33], predict the reaction product. The product is: [CH2:32]([O:34][C:35](=[O:38])[CH:36]([C:22]1[C:23]([F:25])=[CH:24][C:19]([O:18][Si:5]([C:1]([CH3:4])([CH3:2])[CH3:3])([C:6]2[CH:7]=[CH:8][CH:9]=[CH:10][CH:11]=2)[C:12]2[CH:17]=[CH:16][CH:15]=[CH:14][CH:13]=2)=[CH:20][C:21]=1[F:26])[OH:37])[CH3:33]. (5) The product is: [NH2:47][C:19]1[C:18]2[N:23]=[C:24]([CH2:42][O:43][CH2:44][CH3:45])[N:25]([CH2:26][C:27]3[CH:41]=[CH:40][C:30]([CH2:31][NH:32][C:33](=[O:39])[O:34][C:35]([CH3:38])([CH3:37])[CH3:36])=[CH:29][CH:28]=3)[C:17]=2[C:16]2[CH:15]=[CH:14][C:13]([Br:12])=[CH:22][C:21]=2[N:20]=1. Given the reactants ClC1C=C(C=CC=1)C(OO)=O.[Br:12][C:13]1[CH:14]=[CH:15][C:16]2[C:17]3[N:25]([CH2:26][C:27]4[CH:41]=[CH:40][C:30]([CH2:31][NH:32][C:33](=[O:39])[O:34][C:35]([CH3:38])([CH3:37])[CH3:36])=[CH:29][CH:28]=4)[C:24]([CH2:42][O:43][CH2:44][CH3:45])=[N:23][C:18]=3[CH:19]=[N:20][C:21]=2[CH:22]=1.[OH-].[NH4+:47].C1(C)C=CC(S(Cl)(=O)=O)=CC=1, predict the reaction product. (6) Given the reactants [CH2:1]([NH:8][C:9](=[O:49])[C@@H:10]([OH:48])[CH:11]([NH:16][C:17](=[O:47])[C@@H:18]([NH:23][C:24](=[O:46])[C@@H:25]([NH:30][C:31](=[O:45])[C@@H:32]([NH:41][C:42](=[O:44])[CH3:43])[CH2:33][C:34]1[CH:39]=[CH:38][CH:37]=[CH:36][C:35]=1[CH3:40])[C:26]([CH3:29])([CH3:28])[CH3:27])[CH2:19][CH:20]([CH3:22])[CH3:21])[CH2:12][CH2:13][CH2:14][CH3:15])[C:2]1[CH:7]=[CH:6][CH:5]=[CH:4][CH:3]=1.CC(OI1(OC(C)=O)(OC(C)=O)OC(=O)C2C=CC=CC1=2)=O.C([O-])(O)=O.[Na+].[O-]S([O-])(=S)=O.[Na+].[Na+], predict the reaction product. The product is: [CH2:1]([NH:8][C:9](=[O:49])[C:10](=[O:48])[C@@H:11]([NH:16][C:17](=[O:47])[C@@H:18]([NH:23][C:24](=[O:46])[C@@H:25]([NH:30][C:31](=[O:45])[C@@H:32]([NH:41][C:42](=[O:44])[CH3:43])[CH2:33][C:34]1[CH:39]=[CH:38][CH:37]=[CH:36][C:35]=1[CH3:40])[C:26]([CH3:27])([CH3:28])[CH3:29])[CH2:19][CH:20]([CH3:21])[CH3:22])[CH2:12][CH2:13][CH2:14][CH3:15])[C:2]1[CH:3]=[CH:4][CH:5]=[CH:6][CH:7]=1. (7) Given the reactants [CH3:1][N:2]([CH3:40])[C:3]1[C:4]2[C:15]([C:16]3[CH:21]=[CH:20][CH:19]=[CH:18][CH:17]=3)=[C:14]([C:22]3[CH:27]=[CH:26][C:25]([C:28]4([NH:32][C:33](=[O:39])[O:34][C:35]([CH3:38])([CH3:37])[CH3:36])[CH2:31][CH2:30][CH2:29]4)=[CH:24][CH:23]=3)[O:13][C:5]=2[N:6]=[C:7](S(C)(=O)=O)[N:8]=1.[NH2:41][CH2:42][CH2:43][OH:44], predict the reaction product. The product is: [CH3:1][N:2]([CH3:40])[C:3]1[C:4]2[C:15]([C:16]3[CH:21]=[CH:20][CH:19]=[CH:18][CH:17]=3)=[C:14]([C:22]3[CH:27]=[CH:26][C:25]([C:28]4([NH:32][C:33](=[O:39])[O:34][C:35]([CH3:38])([CH3:37])[CH3:36])[CH2:31][CH2:30][CH2:29]4)=[CH:24][CH:23]=3)[O:13][C:5]=2[N:6]=[C:7]([NH:41][CH2:42][CH2:43][OH:44])[N:8]=1. (8) Given the reactants CC(OI1(OC(C)=O)(OC(C)=O)OC(=O)C2C=CC=CC1=2)=O.[C:23]([O:27][C:28](=[O:41])[NH:29][C:30]([C:34]1[CH:39]=[CH:38][CH:37]=[C:36]([Br:40])[CH:35]=1)([CH3:33])[CH2:31][OH:32])([CH3:26])([CH3:25])[CH3:24], predict the reaction product. The product is: [C:23]([O:27][C:28](=[O:41])[NH:29][C:30]([C:34]1[CH:39]=[CH:38][CH:37]=[C:36]([Br:40])[CH:35]=1)([CH3:33])[CH:31]=[O:32])([CH3:24])([CH3:25])[CH3:26]. (9) Given the reactants [C:1]([O:8][CH2:9][C:10]([Cl:13])([Cl:12])[Cl:11])(=[O:7])[CH2:2][CH2:3][CH2:4][CH:5]=[CH2:6].[C:14]([O:18][C:19](=[O:39])[NH:20][CH2:21][C:22]([NH:24][C@H:25]([CH3:38])[C:26]([NH:28][C:29]1[CH:34]=[C:33]([O:35][CH3:36])[CH:32]=[CH:31][C:30]=1I)=[O:27])=[O:23])([CH3:17])([CH3:16])[CH3:15].C(N(CC)CC)C, predict the reaction product. The product is: [C:14]([O:18][C:19]([NH:20][CH2:21][C:22]([NH:24][C@H:25]([CH3:38])[C:26]([NH:28][C:29]1[CH:34]=[C:33]([O:35][CH3:36])[CH:32]=[CH:31][C:30]=1/[CH:6]=[CH:5]/[CH2:4][CH2:3][CH2:2][C:1]([O:8][CH2:9][C:10]([Cl:11])([Cl:12])[Cl:13])=[O:7])=[O:27])=[O:23])=[O:39])([CH3:17])([CH3:16])[CH3:15].